This data is from Catalyst prediction with 721,799 reactions and 888 catalyst types from USPTO. The task is: Predict which catalyst facilitates the given reaction. (1) Reactant: [C:1]([C:9]1[C:10]2[CH:21]=[CH:20][CH:19]=[CH:18][C:11]=2[S:12][C:13]=1[NH:14]C(=O)C)(=[O:8])[C:2]1[CH:7]=[CH:6][CH:5]=[CH:4][CH:3]=1.[OH-].[Na+]. Product: [NH2:14][C:13]1[S:12][C:11]2[CH:18]=[CH:19][CH:20]=[CH:21][C:10]=2[C:9]=1[C:1]([C:2]1[CH:7]=[CH:6][CH:5]=[CH:4][CH:3]=1)=[O:8]. The catalyst class is: 8. (2) Reactant: [CH3:1][S:2]([C:5]([C:8]1[CH:9]=[C:10]2[C:15](=[C:16]([C:18]3[CH:19]=[C:20]([CH2:24]O)[CH:21]=[CH:22][CH:23]=3)[CH:17]=1)[N:14]=[CH:13][CH:12]=[CH:11]2)([CH3:7])[CH3:6])(=[O:4])=[O:3].[BrH:26].[OH-].[Na+]. The catalyst class is: 52. Product: [Br:26][CH2:24][C:20]1[CH:19]=[C:18]([C:16]2[CH:17]=[C:8]([C:5]([S:2]([CH3:1])(=[O:4])=[O:3])([CH3:7])[CH3:6])[CH:9]=[C:10]3[C:15]=2[N:14]=[CH:13][CH:12]=[CH:11]3)[CH:23]=[CH:22][CH:21]=1.